Dataset: Full USPTO retrosynthesis dataset with 1.9M reactions from patents (1976-2016). Task: Predict the reactants needed to synthesize the given product. (1) Given the product [C:22]([O:25][C@@H:26]1[C@@H:31]([N:32]([CH3:33])[CH3:34])[CH2:30][C@@H:29]([CH3:35])[O:28][C@H:27]1[O:20][C@@H:18]1[CH2:19][C:14]2[C@@:15]([CH3:21])([C@@H:5]3[C@@H:6]([CH2:12][CH:13]=2)[C@H:7]2[C@@:2]([CH3:1])([C:10](=[O:11])[CH2:9][CH2:8]2)[CH2:3][CH2:4]3)[CH2:16][CH2:17]1)(=[O:24])[CH3:23], predict the reactants needed to synthesize it. The reactants are: [CH3:1][C@@:2]12[C:10](=[O:11])[CH2:9][CH2:8][C@H:7]1[C@@H:6]1[CH2:12][CH:13]=[C:14]3[CH2:19][C@@H:18]([OH:20])[CH2:17][CH2:16][C@:15]3([CH3:21])[C@H:5]1[CH2:4][CH2:3]2.[C:22]([O:25][CH:26]1[CH:31]([N:32]([CH3:34])[CH3:33])[CH2:30][CH:29]([CH3:35])[O:28][CH:27]1F)(=[O:24])[CH3:23].B(F)(F)F.CCOCC.CO. (2) Given the product [CH2:2]([C:4]1[CH:5]=[CH:6][C:7]2[N:8]([C:13]([NH2:12])=[N:11][N:10]=2)[N:9]=1)[CH3:3], predict the reactants needed to synthesize it. The reactants are: Cl.[CH2:2]([C:4]1[N:9]=[N:8][C:7]([NH:10][NH2:11])=[CH:6][CH:5]=1)[CH3:3].[N:12]#[C:13]Br. (3) Given the product [Cl:1][C:2]1[C:7]([C:8]2[C:9](=[O:31])[N:10]([CH2:29][CH3:30])[C:11]3[C:16]([CH:17]=2)=[CH:15][N:14]=[C:13]([NH:18][CH3:19])[CH:12]=3)=[CH:6][C:5]([NH:32][C:33]([NH:35][C:36]2[CH:41]=[C:40]([F:42])[CH:39]=[CH:38][C:37]=2[F:43])=[O:34])=[C:4]([F:44])[CH:3]=1, predict the reactants needed to synthesize it. The reactants are: [Cl:1][C:2]1[C:7]([C:8]2[C:9](=[O:31])[N:10]([CH2:29][CH3:30])[C:11]3[C:16]([CH:17]=2)=[CH:15][N:14]=[C:13]([N:18](CC2C=CC(OC)=CC=2)[CH3:19])[CH:12]=3)=[CH:6][C:5]([NH:32][C:33]([NH:35][C:36]2[CH:41]=[C:40]([F:42])[CH:39]=[CH:38][C:37]=2[F:43])=[O:34])=[C:4]([F:44])[CH:3]=1.C1(OC)C=CC=CC=1.C(O)(C(F)(F)F)=O. (4) The reactants are: [O:1]1[C:5]2([CH2:10][CH2:9][CH:8]([N:11]3[C:16](=[O:17])[C:15]([CH2:18][C:19]4[CH:24]=[CH:23][C:22]([C:25]5[C:26]([C:31]#[N:32])=[CH:27][CH:28]=[CH:29][CH:30]=5)=[CH:21][C:20]=4[F:33])=[C:14]([CH2:34][CH2:35][CH3:36])[N:13]4[N:37]=[CH:38][N:39]=[C:12]34)[CH2:7][CH2:6]2)OCC1.Cl.O1CCC[CH2:42]1. Given the product [F:33][C:20]1[CH:21]=[C:22]([C:25]2[C:26]([C:31]#[N:32])=[CH:27][CH:28]=[CH:29][CH:30]=2)[CH:23]=[CH:24][C:19]=1[CH2:18][C:15]1[C:16](=[O:17])[N:11]([C@H:8]2[CH2:7][CH2:6][C@H:5]([OH:1])[CH2:10][CH2:9]2)[C:12]2[N:13]([N:37]=[C:38]([CH3:42])[N:39]=2)[C:14]=1[CH2:34][CH2:35][CH3:36], predict the reactants needed to synthesize it.